This data is from Reaction yield outcomes from USPTO patents with 853,638 reactions. The task is: Predict the reaction yield, written as a fraction of the theoretical maximum amount of product (1.0 means a 100% yield; for example, 0.34 means a 34% yield). The reactants are [I:1][C:2]1[C:7]([CH:8]([O:11][Si](C)(C)C)[C:9]#N)=[C:6]([CH3:16])[N:5]=[C:4]2[S:17][C:18]3[CH2:23][CH2:22][CH2:21][CH2:20][C:19]=3[C:3]=12.S(=O)(=O)(O)O.[OH-:29].[Na+].[C:31](OCC)(=[O:33])C. The catalyst is CO.O. The product is [CH3:31][O:33][C:9](=[O:29])[CH:8]([C:7]1[C:2]([I:1])=[C:3]2[C:19]3[CH2:20][CH2:21][CH2:22][CH2:23][C:18]=3[S:17][C:4]2=[N:5][C:6]=1[CH3:16])[OH:11]. The yield is 0.430.